From a dataset of Reaction yield outcomes from USPTO patents with 853,638 reactions. Predict the reaction yield, written as a fraction of the theoretical maximum amount of product (1.0 means a 100% yield; for example, 0.34 means a 34% yield). (1) The reactants are [F:1][C:2]1[CH:3]=[CH:4][C:5]2[O:9][CH:8]=[CH:7][C:6]=2[CH:10]=1.CN(C)CCN(C)C.[Li]CCCC.[B:24](OC(C)C)([O:29]C(C)C)[O:25]C(C)C. The product is [F:1][C:2]1[CH:3]=[CH:4][C:5]2[O:9][C:8]([B:24]([OH:29])[OH:25])=[CH:7][C:6]=2[CH:10]=1. The catalyst is O1CCCC1. The yield is 0.260. (2) The reactants are [Cl:1][CH2:2][CH2:3][N:4]([CH2:6][C:7]1[CH:12]=[CH:11][C:10]([C:13]2[S:21][C:20]3[C:15](=[N:16][CH:17]=[CH:18][C:19]=3[O:22][C:23]3[CH:28]=[CH:27][C:26]([N+:29]([O-])=O)=[CH:25][C:24]=3[F:32])[CH:14]=2)=[CH:9][CH:8]=1)[CH3:5].Cl[Sn]Cl. The catalyst is CO. The product is [Cl:1][CH2:2][CH2:3][N:4]([CH2:6][C:7]1[CH:8]=[CH:9][C:10]([C:13]2[S:21][C:20]3[C:15](=[N:16][CH:17]=[CH:18][C:19]=3[O:22][C:23]3[CH:28]=[CH:27][C:26]([NH2:29])=[CH:25][C:24]=3[F:32])[CH:14]=2)=[CH:11][CH:12]=1)[CH3:5]. The yield is 1.00. (3) The product is [C:1]([O:5][C:6]([C:8]1([CH2:22][CH:23]2[CH2:24][O:33]2)[CH2:12][C:11](=[O:13])[N:10]([C@@H:14]([C:16]2[CH:17]=[CH:18][CH:19]=[CH:20][CH:21]=2)[CH3:15])[CH2:9]1)=[O:7])([CH3:4])([CH3:3])[CH3:2]. The reactants are [C:1]([O:5][C:6]([C@@:8]1([CH2:22][CH:23]=[CH2:24])[CH2:12][C:11](=[O:13])[N:10]([C@@H:14]([C:16]2[CH:21]=[CH:20][CH:19]=[CH:18][CH:17]=2)[CH3:15])[CH2:9]1)=[O:7])([CH3:4])([CH3:3])[CH3:2].C1C=C(Cl)C=C(C(OO)=[O:33])C=1. The yield is 0.840. The catalyst is C(Cl)Cl. (4) The reactants are [C:1]([O:6][CH2:7][CH3:8])(=[O:5])[CH:2]([CH3:4])[CH3:3].[Li+].CC([N-]C(C)C)C.Br[CH2:18][CH2:19][CH2:20][CH2:21][CH2:22][Br:23].[NH4+].[Cl-].Cl. The catalyst is C1COCC1.CN1C(=O)N(C)CCC1. The product is [Br:23][CH2:22][CH2:21][CH2:20][CH2:19][CH2:18][C:2]([CH3:4])([CH3:3])[C:1]([O:6][CH2:7][CH3:8])=[O:5]. The yield is 0.320. (5) The reactants are [CH2:1]([N:8]1[CH2:12][C@H:11]([C:13]2[CH:18]=[CH:17][C:16]([Cl:19])=[C:15]([Cl:20])[CH:14]=2)[C@@H:10]([CH2:21]OS(C2C=CC(C)=CC=2)(=O)=O)[CH2:9]1)[C:2]1[CH:7]=[CH:6][CH:5]=[CH:4][CH:3]=1.[CH2:33]([NH2:35])[CH3:34]. The catalyst is C1COCC1. The product is [CH2:1]([N:8]1[CH2:12][C@H:11]([C:13]2[CH:18]=[CH:17][C:16]([Cl:19])=[C:15]([Cl:20])[CH:14]=2)[C@@H:10]([CH2:21][NH:35][CH2:33][CH3:34])[CH2:9]1)[C:2]1[CH:3]=[CH:4][CH:5]=[CH:6][CH:7]=1. The yield is 0.810. (6) The reactants are [Br:1][C:2]1[CH:7]=[CH:6][C:5]([OH:8])=[C:4]([C:9]([CH3:12])([CH3:11])[CH3:10])[CH:3]=1.[C:13]([O-])([O-])=O.[K+].[K+].CI. The catalyst is CC(C)=O. The product is [Br:1][C:2]1[CH:7]=[CH:6][C:5]([O:8][CH3:13])=[C:4]([C:9]([CH3:12])([CH3:11])[CH3:10])[CH:3]=1. The yield is 0.810. (7) The reactants are [CH3:1][O:2][C:3]1[C:8]([C:9]([NH2:11])=[O:10])=[C:7]([O:12][CH3:13])[N:6]=[CH:5][N:4]=1.CO[C:16](OC)([N:18]([CH3:20])[CH3:19])[CH3:17]. The catalyst is CCOC(C)=O. The product is [CH3:19][N:18]([CH3:20])[C:16](=[N:11][C:9]([C:8]1[C:7]([O:12][CH3:13])=[N:6][CH:5]=[N:4][C:3]=1[O:2][CH3:1])=[O:10])[CH3:17]. The yield is 1.00. (8) The reactants are Br[C:2]1[C:10]2[C:9]([N:11]3[CH:16]4[CH2:17][CH2:18][CH:12]3[CH2:13][CH:14]([N:19]([CH:21]3[CH2:24][CH2:23][CH2:22]3)[CH3:20])[CH2:15]4)=[N:8][CH:7]=[N:6][C:5]=2[S:4][CH:3]=1.[CH3:25][O:26][C:27]1[C:32](B(O)O)=[CH:31][CH:30]=[CH:29][N:28]=1.C1(P(C2C=CC=CC=2)C2C=CC=CC=2)C=CC=CC=1. The catalyst is C(COC)OC.C(=O)([O-])[O-].[Na+].[Na+].C(OCC)(=O)C.C(=O)(O)[O-].[Na+].CS(C)=O.O.C([O-])(=O)C.[Pd+2].C([O-])(=O)C. The product is [CH:21]1([N:19]([CH3:20])[CH:14]2[CH2:13][CH:12]3[N:11]([C:9]4[C:10]5[C:2]([C:32]6[C:27]([O:26][CH3:25])=[N:28][CH:29]=[CH:30][CH:31]=6)=[CH:3][S:4][C:5]=5[N:6]=[CH:7][N:8]=4)[CH:16]([CH2:17][CH2:18]3)[CH2:15]2)[CH2:24][CH2:23][CH2:22]1. The yield is 0.360. (9) The reactants are [Br:1][C:2]1[CH:3]=[C:4]([CH:8]=[CH:9][C:10]=1[Cl:11])[C:5]([OH:7])=O.C1C=CC2N(O)N=NC=2C=1.CCN=C=NCCCN(C)C.[Cl:33][C:34]1[CH:35]=[C:36]([C@H:40]([NH2:42])[CH3:41])[CH:37]=[CH:38][CH:39]=1. The catalyst is CN(C=O)C.CCOC(C)=O. The product is [Br:1][C:2]1[CH:3]=[C:4]([CH:8]=[CH:9][C:10]=1[Cl:11])[C:5]([NH:42][C@@H:40]([C:36]1[CH:37]=[CH:38][CH:39]=[C:34]([Cl:33])[CH:35]=1)[CH3:41])=[O:7]. The yield is 0.999. (10) The reactants are [C:1]1([C:10]2[CH:15]=[CH:14][CH:13]=[CH:12][CH:11]=2)[C:2](B(O)O)=[CH:3][CH:4]=[CH:5][CH:6]=1.Br[C:17]1[CH:18]=[N:19][C:20]([Cl:23])=[N:21][CH:22]=1.[O-]P([O-])([O-])=O.[K+].[K+].[K+]. The catalyst is C1(C)C=CC=CC=1.O.C1C=CC(/C=C/C(/C=C/C2C=CC=CC=2)=O)=CC=1.C1C=CC(/C=C/C(/C=C/C2C=CC=CC=2)=O)=CC=1.C1C=CC(/C=C/C(/C=C/C2C=CC=CC=2)=O)=CC=1.[Pd].[Pd].C1(P(C2CCCCC2)C2C=CC=CC=2C2C(OC)=CC=CC=2OC)CCCCC1. The product is [C:1]1([C:10]2[CH:15]=[CH:14][CH:13]=[CH:12][CH:11]=2)[CH:6]=[CH:5][CH:4]=[CH:3][C:2]=1[C:17]1[CH:18]=[N:19][C:20]([Cl:23])=[N:21][CH:22]=1. The yield is 0.800.